From a dataset of NCI-60 drug combinations with 297,098 pairs across 59 cell lines. Regression. Given two drug SMILES strings and cell line genomic features, predict the synergy score measuring deviation from expected non-interaction effect. (1) Drug 1: C1=NC2=C(N=C(N=C2N1C3C(C(C(O3)CO)O)O)F)N. Drug 2: C(CN)CNCCSP(=O)(O)O. Cell line: MALME-3M. Synergy scores: CSS=5.51, Synergy_ZIP=-1.85, Synergy_Bliss=-2.57, Synergy_Loewe=1.68, Synergy_HSA=-1.21. (2) Drug 1: C1=C(C(=O)NC(=O)N1)N(CCCl)CCCl. Cell line: OVCAR-4. Synergy scores: CSS=2.91, Synergy_ZIP=-0.780, Synergy_Bliss=5.69, Synergy_Loewe=5.21, Synergy_HSA=5.05. Drug 2: CC1C(C(=O)NC(C(=O)N2CCCC2C(=O)N(CC(=O)N(C(C(=O)O1)C(C)C)C)C)C(C)C)NC(=O)C3=C4C(=C(C=C3)C)OC5=C(C(=O)C(=C(C5=N4)C(=O)NC6C(OC(=O)C(N(C(=O)CN(C(=O)C7CCCN7C(=O)C(NC6=O)C(C)C)C)C)C(C)C)C)N)C. (3) Drug 1: CC1CCC2CC(C(=CC=CC=CC(CC(C(=O)C(C(C(=CC(C(=O)CC(OC(=O)C3CCCCN3C(=O)C(=O)C1(O2)O)C(C)CC4CCC(C(C4)OC)O)C)C)O)OC)C)C)C)OC. Drug 2: C(CCl)NC(=O)N(CCCl)N=O. Cell line: PC-3. Synergy scores: CSS=39.6, Synergy_ZIP=-10.4, Synergy_Bliss=-1.41, Synergy_Loewe=-15.6, Synergy_HSA=1.07. (4) Drug 1: CCC1(CC2CC(C3=C(CCN(C2)C1)C4=CC=CC=C4N3)(C5=C(C=C6C(=C5)C78CCN9C7C(C=CC9)(C(C(C8N6C)(C(=O)OC)O)OC(=O)C)CC)OC)C(=O)OC)O.OS(=O)(=O)O. Drug 2: CC(C)(C#N)C1=CC(=CC(=C1)CN2C=NC=N2)C(C)(C)C#N. Cell line: SW-620. Synergy scores: CSS=-7.02, Synergy_ZIP=7.55, Synergy_Bliss=10.2, Synergy_Loewe=-1.19, Synergy_HSA=0.263.